Dataset: Forward reaction prediction with 1.9M reactions from USPTO patents (1976-2016). Task: Predict the product of the given reaction. (1) Given the reactants [F:1][C:2]1[CH:17]=[CH:16][C:5]([C:6]([N:8]2[CH2:12][CH2:11][CH:10]([C:13]#[N:14])[C:9]2=[O:15])=[O:7])=[CH:4][CH:3]=1.[H-].[Na+].I[CH2:21][CH3:22].[Cl-].[NH4+], predict the reaction product. The product is: [CH2:21]([C:10]1([C:13]#[N:14])[CH2:11][CH2:12][N:8]([C:6](=[O:7])[C:5]2[CH:16]=[CH:17][C:2]([F:1])=[CH:3][CH:4]=2)[C:9]1=[O:15])[CH3:22]. (2) Given the reactants [NH:1]([C:14]([O:16][C:17]([CH3:20])([CH3:19])[CH3:18])=[O:15])[C@@H:2]([C:11]([OH:13])=O)[CH2:3][C:4](=[O:10])[O:5][C:6]([CH3:9])([CH3:8])[CH3:7].C1C=CC2N(O)N=NC=2C=1.CCN=C=NCCCN(C)C.Cl.Cl.[C:44]1([C:50]2[CH:51]=[C:52]([CH2:59][O:60][C:61]3[CH:70]=[CH:69][C:64]4[NH:65][CH2:66][CH2:67][O:68][C:63]=4[CH:62]=3)[S:53][C:54]=2[C:55]([F:58])([F:57])[F:56])[CH:49]=[CH:48][CH:47]=[CH:46][CH:45]=1, predict the reaction product. The product is: [C:6]([O:5][C:4](=[O:10])[CH2:3][C@@H:2]([NH:1][C:14]([O:16][C:17]([CH3:20])([CH3:19])[CH3:18])=[O:15])[C:11](=[O:13])[N:65]1[C:64]2[CH:69]=[CH:70][C:61]([O:60][CH2:59][C:52]3[S:53][C:54]([C:55]([F:58])([F:56])[F:57])=[C:50]([C:44]4[CH:49]=[CH:48][CH:47]=[CH:46][CH:45]=4)[CH:51]=3)=[CH:62][C:63]=2[O:68][CH2:67][CH2:66]1)([CH3:7])([CH3:8])[CH3:9]. (3) Given the reactants ClC1C=C([NH:9][C:10]([N:12]2[CH2:17][CH2:16][N:15](C[C@@H]3CCCNC3)[CH2:14][CH2:13]2)=[O:11])C=CC=1Cl.COCCOC1C=CC(C=O)=CN=1.C(O[BH-](OC(=O)C)OC(=O)C)(=O)C.[Na+], predict the reaction product. The product is: [N:12]1([C:10]([NH2:9])=[O:11])[CH2:17][CH2:16][NH:15][CH2:14][CH2:13]1.